From a dataset of Forward reaction prediction with 1.9M reactions from USPTO patents (1976-2016). Predict the product of the given reaction. (1) Given the reactants [CH3:1][O:2][C:3]1[CH:9]=[CH:8][C:6]([NH2:7])=[C:5]([N+:10]([O-:12])=[O:11])[CH:4]=1.Br[C:14]1[CH:19]=[CH:18][C:17]([N+:20]([O-:22])=[O:21])=[CH:16][CH:15]=1.C1(P(C2CCCCC2)C2C=CC=CC=2C2C=CC=CC=2N(C)C)CCCCC1.CC(C)([O-])C.[Na+], predict the reaction product. The product is: [CH3:1][O:2][C:3]1[CH:9]=[CH:8][C:6]([NH:7][C:14]2[CH:19]=[CH:18][C:17]([N+:20]([O-:22])=[O:21])=[CH:16][CH:15]=2)=[C:5]([N+:10]([O-:12])=[O:11])[CH:4]=1. (2) Given the reactants CS(O[CH2:6][CH2:7][N:8]1[CH:12]=[CH:11][S:10]/[C:9]/1=[N:13]\[C:14]([C:16]12[CH2:25][CH:20]3[CH2:21][CH:22]([CH2:24][CH:18]([CH2:19]3)[CH2:17]1)[CH2:23]2)=[O:15])(=O)=O.[NH:26]1[CH2:31][CH2:30][O:29][CH2:28][CH2:27]1.[I-].[K+].C(=O)([O-])[O-].[K+].[K+], predict the reaction product. The product is: [N:26]1([CH2:6][CH2:7][N:8]2[CH:12]=[CH:11][S:10]/[C:9]/2=[N:13]\[C:14]([C:16]23[CH2:23][CH:22]4[CH2:21][CH:20]([CH2:19][CH:18]([CH2:24]4)[CH2:17]2)[CH2:25]3)=[O:15])[CH2:31][CH2:30][O:29][CH2:28][CH2:27]1. (3) Given the reactants N1C=CN=C1.[C:6]1([P:12](Cl)([C:14]2[CH:19]=[CH:18][CH:17]=[CH:16][CH:15]=2)=[O:13])[CH:11]=[CH:10][CH:9]=[CH:8][CH:7]=1.[C:21]([O:25][C:26]([N:28]1[C:36]2[C:31](=[CH:32][C:33]([OH:37])=[CH:34][CH:35]=2)[C:30]([CH:38]2[CH2:46][C:45]3[C:40](=[CH:41][CH:42]=[CH:43][CH:44]=3)[N:39]2[C:47]([O:49][C:50]([CH3:53])([CH3:52])[CH3:51])=[O:48])=[N:29]1)=[O:27])([CH3:24])([CH3:23])[CH3:22], predict the reaction product. The product is: [C:21]([O:25][C:26]([N:28]1[C:36]2[C:31](=[CH:32][C:33]([O:37][P:12]([C:14]3[CH:15]=[CH:16][CH:17]=[CH:18][CH:19]=3)([C:6]3[CH:11]=[CH:10][CH:9]=[CH:8][CH:7]=3)=[O:13])=[CH:34][CH:35]=2)[C:30]([CH:38]2[CH2:46][C:45]3[C:40](=[CH:41][CH:42]=[CH:43][CH:44]=3)[N:39]2[C:47]([O:49][C:50]([CH3:53])([CH3:52])[CH3:51])=[O:48])=[N:29]1)=[O:27])([CH3:24])([CH3:23])[CH3:22]. (4) Given the reactants Br[C:2]1[CH:3]=[CH:4][C:5]([C:8]2[CH2:12][C@H:11]([CH2:13][N:14]3[CH2:19][CH2:18][O:17][CH2:16][CH2:15]3)[O:10][N:9]=2)=[N:6][CH:7]=1.[F:20][C:21]1[CH:22]=[C:23]([N:36]2[CH2:40][C@H:39]([CH2:41][N:42]3[CH:46]=[CH:45][N:44]=[N:43]3)[O:38][C:37]2=[O:47])[CH:24]=[CH:25][C:26]=1B1OC(C)(C)C(C)(C)O1.Cl, predict the reaction product. The product is: [F:20][C:21]1[CH:22]=[C:23]([N:36]2[CH2:40][C@H:39]([CH2:41][N:42]3[CH:46]=[CH:45][N:44]=[N:43]3)[O:38][C:37]2=[O:47])[CH:24]=[CH:25][C:26]=1[C:2]1[CH:7]=[N:6][C:5]([C:8]2[CH2:12][C@H:11]([CH2:13][N:14]3[CH2:19][CH2:18][O:17][CH2:16][CH2:15]3)[O:10][N:9]=2)=[CH:4][CH:3]=1. (5) Given the reactants CO[C:3](=[O:12])[C:4]1[CH:9]=[CH:8][C:7]([OH:10])=[CH:6][C:5]=1[F:11].Cl[CH2:14][C:15]1[CH:19]=[CH:18][S:17][CH:16]=1.[NH:20]1[CH2:24][CH2:23][CH2:22][C@H:21]1[CH2:25][N:26]1[CH2:30][CH2:29][CH2:28][CH2:27]1, predict the reaction product. The product is: [F:11][C:5]1[CH:6]=[C:7]([O:10][CH2:14][C:15]2[CH:19]=[CH:18][S:17][CH:16]=2)[CH:8]=[CH:9][C:4]=1[C:3]([N:20]1[CH2:24][CH2:23][CH2:22][C@H:21]1[CH2:25][N:26]1[CH2:30][CH2:29][CH2:28][CH2:27]1)=[O:12]. (6) Given the reactants [F:1][C:2]([F:33])([F:32])[C:3]1[CH:4]=[C:5]([C@@H:13]([OH:31])[C@H:14]([CH:29]=[CH2:30])[C:15]([N:17]2[C@@H](C3C=CC=CC=3)COC2=O)=[O:16])[CH:6]=[C:7]([C:9]([F:12])([F:11])[F:10])[CH:8]=1.[NH2:34]N, predict the reaction product. The product is: [F:1][C:2]([F:33])([F:32])[C:3]1[CH:4]=[C:5]([C@@H:13]([OH:31])[C@H:14]([CH:29]=[CH2:30])[C:15]([NH:17][NH2:34])=[O:16])[CH:6]=[C:7]([C:9]([F:12])([F:11])[F:10])[CH:8]=1. (7) Given the reactants [Cl:1][CH2:2][C:3]([C:5]1[CH:10]=[CH:9][CH:8]=[CH:7][CH:6]=1)=[O:4].[N:11]12[CH2:18][CH2:17][CH:14]([CH2:15][CH2:16]1)[C@@H:13]([NH:19][C:20](=[O:35])[O:21][CH:22]([C:29]1[CH:34]=[CH:33][CH:32]=[CH:31][CH:30]=1)[C:23]1[CH:28]=[CH:27][CH:26]=[CH:25][CH:24]=1)[CH2:12]2, predict the reaction product. The product is: [Cl-:1].[CH:22]([O:21][C:20]([NH:19][C@@H:13]1[CH:14]2[CH2:15][CH2:16][N+:11]([CH2:2][C:3](=[O:4])[C:5]3[CH:10]=[CH:9][CH:8]=[CH:7][CH:6]=3)([CH2:18][CH2:17]2)[CH2:12]1)=[O:35])([C:23]1[CH:28]=[CH:27][CH:26]=[CH:25][CH:24]=1)[C:29]1[CH:34]=[CH:33][CH:32]=[CH:31][CH:30]=1. (8) Given the reactants [CH3:1][C:2]([CH3:36])([CH3:35])[CH2:3][C:4]([NH:6][C:7]1[C:8]([CH3:34])=[C:9]([CH3:33])[C:10]2[O:14][CH2:13][CH:12]([C:15]3[CH:16]=[CH:17][C:18]([CH:28]([CH3:30])[CH3:29])=[C:19]([CH:27]=3)[O:20][CH2:21][C:22](OCC)=[O:23])[C:11]=2[C:31]=1[CH3:32])=[O:5].[Li].O, predict the reaction product. The product is: [OH:23][CH2:22][CH2:21][O:20][C:19]1[CH:27]=[C:15]([CH:12]2[C:11]3[C:31]([CH3:32])=[C:7]([NH:6][C:4](=[O:5])[CH2:3][C:2]([CH3:36])([CH3:35])[CH3:1])[C:8]([CH3:34])=[C:9]([CH3:33])[C:10]=3[O:14][CH2:13]2)[CH:16]=[CH:17][C:18]=1[CH:28]([CH3:29])[CH3:30]. (9) Given the reactants [NH2:1][C:2]1[CH:7]=[CH:6][C:5]([N:8]2[CH:13]=[CH:12][C:11]([O:14][CH2:15][C:16]3[CH:21]=[CH:20][C:19]([Cl:22])=[CH:18][CH:17]=3)=[CH:10][C:9]2=[O:23])=[CH:4][C:3]=1[NH:24][CH3:25].CN(C(ON1N=NC2C=CC=NC1=2)=[N+](C)C)C.F[P-](F)(F)(F)(F)F.[F:50][C@H:51]1[CH2:53][C@H:52]1[C:54](O)=O.C(N(CC)C(C)C)(C)C.[Cl-].[Cl-].[Ca+2], predict the reaction product. The product is: [Cl:22][C:19]1[CH:18]=[CH:17][C:16]([CH2:15][O:14][C:11]2[CH:12]=[CH:13][N:8]([C:5]3[CH:6]=[CH:7][C:2]4[N:1]=[C:54]([CH:52]5[CH2:53][CH:51]5[F:50])[N:24]([CH3:25])[C:3]=4[CH:4]=3)[C:9](=[O:23])[CH:10]=2)=[CH:21][CH:20]=1.